From a dataset of Forward reaction prediction with 1.9M reactions from USPTO patents (1976-2016). Predict the product of the given reaction. (1) Given the reactants [C:1]([O:5][C:6](=[O:26])[NH:7][CH2:8][C:9]1[CH:14]=[C:13]([O:15][C:16]2[CH:21]=[CH:20][C:19]([F:22])=[CH:18][CH:17]=2)[CH:12]=[CH:11][C:10]=1[N+:23]([O-])=O)([CH3:4])([CH3:3])[CH3:2].[Cl-].[NH4+].C(O)C, predict the reaction product. The product is: [C:1]([O:5][C:6](=[O:26])[NH:7][CH2:8][C:9]1[CH:14]=[C:13]([O:15][C:16]2[CH:17]=[CH:18][C:19]([F:22])=[CH:20][CH:21]=2)[CH:12]=[CH:11][C:10]=1[NH2:23])([CH3:4])([CH3:2])[CH3:3]. (2) Given the reactants [CH3:1][C@@H:2]1[CH2:6][C:5]2[CH:7]=[C:8]([CH3:14])[CH:9]=[C:10]([N+:11]([O-])=O)[C:4]=2[O:3]1, predict the reaction product. The product is: [CH3:1][C@@H:2]1[CH2:6][C:5]2[CH:7]=[C:8]([CH3:14])[CH:9]=[C:10]([NH2:11])[C:4]=2[O:3]1. (3) Given the reactants Cl.Cl.[CH2:3]([O:5][C:6](=[O:30])[CH2:7][C:8]1[CH:13]=[CH:12][C:11]([O:14][CH3:15])=[C:10]([C:16]2[C:17]([CH2:26][NH:27][CH2:28][CH3:29])=[N:18][C:19]3[C:24]([CH:25]=2)=[CH:23][CH:22]=[CH:21][CH:20]=3)[CH:9]=1)[CH3:4].[CH3:31][O:32][CH2:33][C:34](Cl)=[O:35], predict the reaction product. The product is: [CH2:3]([O:5][C:6](=[O:30])[CH2:7][C:8]1[CH:13]=[CH:12][C:11]([O:14][CH3:15])=[C:10]([C:16]2[C:17]([CH2:26][N:27]([CH2:28][CH3:29])[C:34](=[O:35])[CH2:33][O:32][CH3:31])=[N:18][C:19]3[C:24]([CH:25]=2)=[CH:23][CH:22]=[CH:21][CH:20]=3)[CH:9]=1)[CH3:4]. (4) Given the reactants C([Si](C)(C)[N:6]1[C:10]2=[N:11][CH:12]=[C:13]([S:15][CH2:16][CH2:17][CH2:18][CH3:19])[CH:14]=[C:9]2[CH:8]=[CH:7]1)(C)(C)C.Cl.C([O-])(O)=O.[Na+], predict the reaction product. The product is: [CH2:16]([S:15][C:13]1[CH:14]=[C:9]2[CH:8]=[CH:7][NH:6][C:10]2=[N:11][CH:12]=1)[CH2:17][CH2:18][CH3:19]. (5) Given the reactants [Cl:1][C:2]1[CH:7]=[C:6](I)[CH:5]=[CH:4][N:3]=1.[OH:9][C:10]1[CH:11]=[N:12][CH:13]=[CH:14][CH:15]=1.C([O-])([O-])=O.[Cs+].[Cs+].CN(C=O)C, predict the reaction product. The product is: [Cl:1][C:2]1[CH:7]=[C:6]([O:9][C:10]2[CH:11]=[N:12][CH:13]=[CH:14][CH:15]=2)[CH:5]=[CH:4][N:3]=1.